This data is from Catalyst prediction with 721,799 reactions and 888 catalyst types from USPTO. The task is: Predict which catalyst facilitates the given reaction. (1) The catalyst class is: 24. Reactant: C[O:2][C:3](=[O:24])[CH:4]=[CH:5][C:6]1[CH:14]=[C:13]2[C:9]([C:10]([S:15]([C:18]3[CH:23]=[CH:22][CH:21]=[CH:20][CH:19]=3)(=[O:17])=[O:16])=[CH:11][NH:12]2)=[CH:8][CH:7]=1.[OH-].[Li+].Cl. Product: [C:18]1([S:15]([C:10]2[C:9]3[C:13](=[CH:14][C:6]([CH:5]=[CH:4][C:3]([OH:24])=[O:2])=[CH:7][CH:8]=3)[NH:12][CH:11]=2)(=[O:17])=[O:16])[CH:19]=[CH:20][CH:21]=[CH:22][CH:23]=1. (2) Reactant: [F:1][C:2]([F:20])([F:19])[C:3]1[CH:4]=[C:5]([CH:13]2[CH2:18][CH2:17][CH2:16][NH:15][CH2:14]2)[CH:6]=[C:7]([C:9]([F:12])([F:11])[F:10])[CH:8]=1.[F:21][C:22]([F:27])([F:26])[C@@H:23]1[CH2:25][O:24]1. Product: [F:10][C:9]([F:11])([F:12])[C:7]1[CH:6]=[C:5]([CH:13]2[CH2:18][CH2:17][CH2:16][N:15]([CH2:25][C@H:23]([OH:24])[C:22]([F:27])([F:26])[F:21])[CH2:14]2)[CH:4]=[C:3]([C:2]([F:1])([F:19])[F:20])[CH:8]=1. The catalyst class is: 10. (3) Product: [CH3:24][C:18]1([CH3:23])[CH2:12][O:15][B:16]([C:6]2[N:2]([CH3:1])[N:3]=[CH:4][CH:5]=2)[O:20][CH2:19]1. Reactant: [CH3:1][N:2]1[CH:6]=[CH:5][CH:4]=[N:3]1.[Li]CCCC.[CH:12]([O:15][B:16]1[O:20][C:19](C)(C)[C:18]([CH3:24])([CH3:23])O1)(C)C. The catalyst class is: 598. (4) Reactant: [OH-].[Na+].C([C:11]1[S:15][N:14]([C:16]2[CH:21]=[CH:20][C:19]([CH3:22])=[CH:18][CH:17]=2)[C:13](=[O:23])[CH:12]=1)(=O)C1C=CC=CC=1.O. Product: [C:19]1([CH3:22])[CH:18]=[CH:17][C:16]([N:14]2[C:13](=[O:23])[CH:12]=[CH:11][S:15]2)=[CH:21][CH:20]=1. The catalyst class is: 48. (5) Reactant: [F:1][C:2]1[CH:3]=[C:4]([N:12]2[CH2:17][CH2:16][O:15][CH2:14][CH2:13]2)[C:5]([N+:9]([O-])=O)=[C:6]([NH2:8])[CH:7]=1. Product: [F:1][C:2]1[CH:7]=[C:6]([NH2:8])[C:5]([NH2:9])=[C:4]([N:12]2[CH2:13][CH2:14][O:15][CH2:16][CH2:17]2)[CH:3]=1. The catalyst class is: 19. (6) Reactant: [CH:1]1([C:7]2[N:11]3[C:12]4[C:17]([NH:18][C:19](=[O:20])[C:10]3=[CH:9][N:8]=2)=[CH:16][CH:15]=[C:14](C(OCC)=O)[CH:13]=4)[CH2:6][CH2:5][CH2:4][CH2:3][CH2:2]1.C[Mg]Br.Cl.[C:30](=O)([O-])O.[Na+].C([O:37][CH2:38][CH3:39])C. Product: [CH:1]1([C:7]2[N:11]3[C:12]4[C:17]([NH:18][C:19](=[O:20])[C:10]3=[CH:9][N:8]=2)=[CH:16][CH:15]=[C:14]([C:38]([OH:37])([CH3:39])[CH3:30])[CH:13]=4)[CH2:2][CH2:3][CH2:4][CH2:5][CH2:6]1. The catalyst class is: 30. (7) Reactant: [CH:1]1([CH2:4][O:5][CH2:6][C:7]2[CH:8]=[C:9]([CH:13]=[CH:14][N:15]=2)[C:10]([OH:12])=O)[CH2:3][CH2:2]1.CN(C(ON1N=NC2C=CC=NC1=2)=[N+](C)C)C.F[P-](F)(F)(F)(F)F.C(N(C(C)C)C(C)C)C.[O:49]1[CH2:54][CH2:53][O:52][CH2:51][CH:50]1[C:55]1[C:63]2[S:62][C:61]([NH2:64])=[N:60][C:59]=2[C:58]([O:65][CH3:66])=[CH:57][CH:56]=1. Product: [CH:1]1([CH2:4][O:5][CH2:6][C:7]2[CH:8]=[C:9]([CH:13]=[CH:14][N:15]=2)[C:10]([NH:64][C:61]2[S:62][C:63]3[C:55]([CH:50]4[CH2:51][O:52][CH2:53][CH2:54][O:49]4)=[CH:56][CH:57]=[C:58]([O:65][CH3:66])[C:59]=3[N:60]=2)=[O:12])[CH2:2][CH2:3]1. The catalyst class is: 396.